Dataset: Reaction yield outcomes from USPTO patents with 853,638 reactions. Task: Predict the reaction yield, written as a fraction of the theoretical maximum amount of product (1.0 means a 100% yield; for example, 0.34 means a 34% yield). (1) The reactants are C1(P(C2C=CC=CC=2)C2C=CC3C(=CC=CC=3)C=2C2C3C(=CC=CC=3)C=CC=2P(C2C=CC=CC=2)C2C=CC=CC=2)C=CC=CC=1.Cl.[CH3:48][Si:49]([CH3:76])([CH3:75])[CH2:50][CH2:51][O:52][CH2:53][N:54]1[C:58]2=[N:59][CH:60]=[CH:61][C:62]([C:63]3[CH:64]=[N:65][N:66]([C:68]4([CH2:72][C:73]#[N:74])[CH2:71][NH:70][CH2:69]4)[CH:67]=3)=[C:57]2[CH:56]=[CH:55]1.Br[C:78]1[CH:79]=[CH:80][C:81]([C:84]([NH:86][C@H:87]([CH:89]2[CH2:91][CH2:90]2)[CH3:88])=[O:85])=[N:82][CH:83]=1.C(=O)([O-])[O-].[Cs+].[Cs+].C([O-])(O)=O.[Na+]. The catalyst is C1(C)C=CC=CC=1.C([O-])(=O)C.[Pd+2].C([O-])(=O)C. The product is [C:73]([CH2:72][C:68]1([N:66]2[CH:67]=[C:63]([C:62]3[CH:61]=[CH:60][N:59]=[C:58]4[N:54]([CH2:53][O:52][CH2:51][CH2:50][Si:49]([CH3:75])([CH3:48])[CH3:76])[CH:55]=[CH:56][C:57]=34)[CH:64]=[N:65]2)[CH2:69][N:70]([C:78]2[CH:79]=[CH:80][C:81]([C:84]([NH:86][C@H:87]([CH:89]3[CH2:91][CH2:90]3)[CH3:88])=[O:85])=[N:82][CH:83]=2)[CH2:71]1)#[N:74]. The yield is 0.586. (2) The reactants are C(NC(C)C)(C)C.[Li]CCCC.CN(P(N(C)C)(N(C)C)=O)C.[CH2:24]([O:26][C:27](=[O:32])[CH2:28][CH2:29][CH:30]=[CH2:31])[CH3:25].I[CH2:34][CH2:35][C:36]1[CH:41]=[CH:40][CH:39]=[C:38]([C:42]([F:45])([F:44])[F:43])[CH:37]=1. The catalyst is C1COCC1.CCOCC. The product is [CH2:24]([O:26][C:27](=[O:32])[CH:28]([CH2:34][CH2:35][C:36]1[CH:41]=[CH:40][CH:39]=[C:38]([C:42]([F:43])([F:44])[F:45])[CH:37]=1)[CH2:29][CH:30]=[CH2:31])[CH3:25]. The yield is 0.390. (3) The reactants are Cl.[C:2]([O:5][C:6]1[CH:7]=[C:8]([CH:23]=[CH:24][C:25]=1[CH3:26])[NH:9][C:10]1[C:19]2[C:14](=[CH:15][C:16]([OH:22])=[C:17]([O:20][CH3:21])[CH:18]=2)[N:13]=[CH:12][N:11]=1)(=[O:4])[CH3:3].Cl.Cl[CH2:29][C:30]1[CH:35]=[CH:34][CH:33]=[CH:32][N:31]=1. No catalyst specified. The product is [C:2]([O:5][C:6]1[CH:7]=[C:8]([CH:23]=[CH:24][C:25]=1[CH3:26])[NH:9][C:10]1[C:19]2[C:14](=[CH:15][C:16]([O:22][CH2:29][C:30]3[CH:35]=[CH:34][CH:33]=[CH:32][N:31]=3)=[C:17]([O:20][CH3:21])[CH:18]=2)[N:13]=[CH:12][N:11]=1)(=[O:4])[CH3:3]. The yield is 0.400. (4) The reactants are [CH3:1][C:2]1[O:6][N:5]=[C:4]([C:7]2[CH:12]=[CH:11][CH:10]=[CH:9][CH:8]=2)[C:3]=1[CH2:13][O:14][C:15]1[N:16]=[CH:17][C:18]([C:21]([OH:23])=O)=[N:19][CH:20]=1.[C:24]([NH2:28])([CH3:27])([CH3:26])[CH3:25]. No catalyst specified. The product is [C:24]([NH:28][C:21]([C:18]1[CH:17]=[N:16][C:15]([O:14][CH2:13][C:3]2[C:4]([C:7]3[CH:8]=[CH:9][CH:10]=[CH:11][CH:12]=3)=[N:5][O:6][C:2]=2[CH3:1])=[CH:20][N:19]=1)=[O:23])([CH3:27])([CH3:26])[CH3:25]. The yield is 0.200. (5) The reactants are [CH3:1][O:2][C:3]1[CH:12]=[C:11]([O:13][CH3:14])[C:10]2[C:5](=[CH:6][CH:7]=[CH:8][CH:9]=2)[N:4]=1.[Li]CCCC.Cl[C:21]([O:23][CH2:24][CH3:25])=[O:22].O. The catalyst is C1COCC1. The product is [CH3:1][O:2][C:3]1[C:12]([C:21]([O:23][CH2:24][CH3:25])=[O:22])=[C:11]([O:13][CH3:14])[C:10]2[C:5](=[CH:6][CH:7]=[CH:8][CH:9]=2)[N:4]=1. The yield is 0.600.